From a dataset of Full USPTO retrosynthesis dataset with 1.9M reactions from patents (1976-2016). Predict the reactants needed to synthesize the given product. (1) Given the product [F:14][C:15]1[CH:20]=[CH:19][CH:18]=[CH:17][C:16]=1[C@:21]12[CH2:29][C@H:28]([F:11])[CH2:27][C@H:26]1[CH2:25][S:24][C:23]([NH:31][C:32](=[O:38])[O:33][C:34]([CH3:37])([CH3:36])[CH3:35])=[N:22]2, predict the reactants needed to synthesize it. The reactants are: COCCN(S(F)(F)[F:11])CCOC.[F:14][C:15]1[CH:20]=[CH:19][CH:18]=[CH:17][C:16]=1[C@:21]12[CH2:29][C@@H:28](O)[CH2:27][C@H:26]1[CH2:25][S:24][C:23]([NH:31][C:32](=[O:38])[O:33][C:34]([CH3:37])([CH3:36])[CH3:35])=[N:22]2.O. (2) Given the product [NH2:1][C:2]1[C:11]2[N:12]=[C:13]([CH2:20][CH2:21][O:22][CH3:23])[N:14]([CH2:15][C:16]([CH3:18])([OH:19])[CH3:17])[C:10]=2[C:9]2[CH:8]=[CH:7][C:6]([O:24][CH2:32][C:33]3[CH:37]=[C:36]([CH3:38])[O:35][N:34]=3)=[CH:5][C:4]=2[N:3]=1, predict the reactants needed to synthesize it. The reactants are: [NH2:1][C:2]1[C:11]2[N:12]=[C:13]([CH2:20][CH2:21][O:22][CH3:23])[N:14]([CH2:15][C:16]([OH:19])([CH3:18])[CH3:17])[C:10]=2[C:9]2[CH:8]=[CH:7][C:6]([OH:24])=[CH:5][C:4]=2[N:3]=1.C(=O)([O-])[O-].[Cs+].[Cs+].Br[CH2:32][C:33]1[CH:37]=[C:36]([CH3:38])[O:35][N:34]=1.[Cl-].[Na+]. (3) Given the product [Br:12][CH2:10][C:9]([C:5]1[CH:6]=[CH:7][CH:8]=[C:3]([O:2][CH3:1])[CH:4]=1)=[O:11], predict the reactants needed to synthesize it. The reactants are: [CH3:1][O:2][C:3]1[CH:4]=[C:5]([C:9](=[O:11])[CH3:10])[CH:6]=[CH:7][CH:8]=1.[Br:12]Br. (4) Given the product [OH:31][C@H:27]1[CH2:28][CH2:29][CH2:30][C@@H:26]1[NH:25][C:4]1[N:3]=[CH:2][N:10]=[C:9]2[C:5]=1[N:6]=[CH:7][N:8]2[C@@H:11]1[CH2:15][C@H:14]([N:16]2[CH:20]=[C:19]([CH2:21][OH:22])[CH:18]=[N:17]2)[C@@H:13]([OH:23])[C@H:12]1[OH:24], predict the reactants needed to synthesize it. The reactants are: Cl[C:2]1[N:10]=[C:9]2[C:5]([N:6]=[CH:7][N:8]2[C@@H:11]2[CH2:15][C@H:14]([N:16]3[CH:20]=[C:19]([CH2:21][OH:22])[CH:18]=[N:17]3)[C@@H:13]([OH:23])[C@H:12]2[OH:24])=[C:4]([NH:25][C@H:26]2[CH2:30][CH2:29][CH2:28][C@@H:27]2[OH:31])[N:3]=1.Cl.N[C@H]1C[C@@H](N2C=NC3C2=NC=NC=3NC2CCCC2)[C@H](O)[C@@H]1O. (5) Given the product [Br:6][C:7]1[CH:15]=[CH:14][CH:13]=[C:12]2[C:8]=1[C:9]([CH:25]=[CH2:1])=[CH:10][N:11]2[CH2:16][C:17]1[CH:22]=[CH:21][C:20]([O:23][CH3:24])=[CH:19][CH:18]=1, predict the reactants needed to synthesize it. The reactants are: [CH2:1]([Li])CCC.[Br:6][C:7]1[CH:15]=[CH:14][CH:13]=[C:12]2[C:8]=1[C:9]([CH:25]=O)=[CH:10][N:11]2[CH2:16][C:17]1[CH:22]=[CH:21][C:20]([O:23][CH3:24])=[CH:19][CH:18]=1.